This data is from Full USPTO retrosynthesis dataset with 1.9M reactions from patents (1976-2016). The task is: Predict the reactants needed to synthesize the given product. (1) Given the product [CH3:17][N:10]1[C:9]2[CH:15]=[CH:16][C:6]([N+:3]([O-:5])=[O:4])=[CH:7][C:8]=2[CH2:13][O:12][C:11]1=[O:14], predict the reactants needed to synthesize it. The reactants are: CI.[N+:3]([C:6]1[CH:16]=[CH:15][C:9]2[NH:10][C:11](=[O:14])[O:12][CH2:13][C:8]=2[CH:7]=1)([O-:5])=[O:4].[C:17](=O)([O-])[O-].[K+].[K+]. (2) Given the product [OH:1][C:2]1[CH:9]=[CH:8][CH:7]=[CH:6][C:3]=1[CH2:4][NH:5][C:24]1[C:23]2[N:27]=[CH:28][N:29]([C:22]=2[N:21]=[CH:20][N:25]=1)[C@@H:30]1[O:34][C@H:33]([CH2:35][OH:36])[C@@H:32]([OH:37])[C@H:31]1[OH:38], predict the reactants needed to synthesize it. The reactants are: [OH:1][C:2]1[CH:9]=[CH:8][CH:7]=[CH:6][C:3]=1[CH2:4][NH2:5].Cl.OC1C=CC=CC=1CN.[CH:20]1[N:25]=[C:24](Cl)[C:23]2[N:27]=[CH:28][N:29]([C@@H:30]3[O:34][C@H:33]([CH2:35][OH:36])[C@@H:32]([OH:37])[C@H:31]3[OH:38])[C:22]=2[N:21]=1.C(N(CC)CC)C. (3) Given the product [CH3:1][O:2][C:3](=[O:17])[CH2:4][S:5][C:6]1[C:14]2[C:9](=[CH:10][CH:11]=[C:12]([O:15][CH3:16])[CH:13]=2)[N:8]([S:28]([C:23]2[CH:24]=[CH:25][C:26]([Cl:27])=[C:21]([Cl:20])[CH:22]=2)(=[O:30])=[O:29])[CH:7]=1, predict the reactants needed to synthesize it. The reactants are: [CH3:1][O:2][C:3](=[O:17])[CH2:4][S:5][C:6]1[C:14]2[C:9](=[CH:10][CH:11]=[C:12]([O:15][CH3:16])[CH:13]=2)[NH:8][CH:7]=1.[OH-].[K+].[Cl:20][C:21]1[CH:22]=[C:23]([S:28](Cl)(=[O:30])=[O:29])[CH:24]=[CH:25][C:26]=1[Cl:27]. (4) Given the product [CH3:15][N:16]1[CH2:17][CH2:18][N:19]=[C:5]1[C:4]1[CH:9]=[CH:10][CH:11]=[C:2]([CH3:1])[C:3]=1[N+:12]([O-:14])=[O:13], predict the reactants needed to synthesize it. The reactants are: [CH3:1][C:2]1[C:3]([N+:12]([O-:14])=[O:13])=[C:4]([CH:9]=[CH:10][CH:11]=1)[C:5](OC)=O.[CH3:15][NH:16][CH2:17][CH2:18][NH2:19]. (5) Given the product [C:1]([O:5][C:6](=[O:7])[NH:8][C@H:9]1[CH2:17][N:16]2[C:12](=[N:13][C:14]3[CH:21]=[C:20]([C:22]([N:37]4[CH2:38][CH2:43][CH2:42][CH2:41]4)=[O:24])[CH:19]=[CH:18][C:15]=32)[CH2:11][C@@H:10]1[C:25]1[CH:30]=[C:29]([F:31])[C:28]([F:32])=[CH:27][C:26]=1[F:33])([CH3:2])([CH3:4])[CH3:3], predict the reactants needed to synthesize it. The reactants are: [C:1]([O:5][C:6]([NH:8][C@H:9]1[CH2:17][N:16]2[C:12](=[N:13][C:14]3[CH:21]=[C:20]([C:22]([OH:24])=O)[CH:19]=[CH:18][C:15]=32)[CH2:11][C@@H:10]1[C:25]1[CH:30]=[C:29]([F:31])[C:28]([F:32])=[CH:27][C:26]=1[F:33])=[O:7])([CH3:4])([CH3:3])[CH3:2].ON1C2C=[CH:41][CH:42]=[CH:43][C:38]=2[N:37]=N1.N1CCCC1.C(N(CC)C(C)C)(C)C.Cl.CN(C)CCCN=C=NCC. (6) The reactants are: Cl[C:2]1[CH:3]=[CH:4][CH:5]=[C:6]2[C:10]=1[NH:9][CH:8]=[CH:7]2.C[Si]([O:15][S:16](Cl)(=[O:18])=[O:17])(C)C.[Cl:20]C(Cl)C. Given the product [Cl:20][C:4]1[CH:5]=[C:6]2[C:10](=[CH:2][CH:3]=1)[NH:9][CH:8]=[C:7]2[S:16]([OH:18])(=[O:17])=[O:15], predict the reactants needed to synthesize it. (7) Given the product [C:31]1([N:9]2[C:6]3=[N:7][CH:8]=[C:3]([C:2]([F:28])([F:1])[F:29])[CH:4]=[C:5]3[CH:11]=[C:10]2[C:12]2[N:17]=[CH:16][C:15]([S:18]([NH:21][C@@H:22]([CH3:27])[C:23]([F:24])([F:25])[F:26])(=[O:19])=[O:20])=[CH:14][CH:13]=2)[CH:36]=[CH:35][CH:34]=[CH:33][CH:32]=1, predict the reactants needed to synthesize it. The reactants are: [F:1][C:2]([F:29])([F:28])[C:3]1[CH:4]=[C:5]2[CH:11]=[C:10]([C:12]3[N:17]=[CH:16][C:15]([S:18]([NH:21][C@@H:22]([CH3:27])[C:23]([F:26])([F:25])[F:24])(=[O:20])=[O:19])=[CH:14][CH:13]=3)[NH:9][C:6]2=[N:7][CH:8]=1.I[C:31]1[CH:36]=[CH:35][CH:34]=[CH:33][CH:32]=1.C([O-])([O-])=O.[K+].[K+].CN(C)C1CCCCC1N. (8) Given the product [OH:4][CH2:3][CH2:2][NH:1][C:6]1[CH:13]=[CH:12][C:9]([CH:10]=[O:11])=[CH:8][N:7]=1, predict the reactants needed to synthesize it. The reactants are: [NH2:1][CH2:2][CH2:3][OH:4].Cl[C:6]1[CH:13]=[CH:12][C:9]([CH:10]=[O:11])=[CH:8][N:7]=1.